From a dataset of Forward reaction prediction with 1.9M reactions from USPTO patents (1976-2016). Predict the product of the given reaction. (1) Given the reactants [CH3:1][C:2]1[CH:6]=[CH:5][S:4][C:3]=1[C:7]([OH:9])=[O:8].S(Cl)(Cl)=O.[CH2:14](O)[CH3:15], predict the reaction product. The product is: [CH3:1][C:2]1[CH:6]=[CH:5][S:4][C:3]=1[C:7]([O:9][CH2:14][CH3:15])=[O:8]. (2) Given the reactants I[CH3:2].[C:3]([C:5]1[CH:10]=[CH:9][C:8]([NH:11][C:12]([NH2:14])=[S:13])=[CH:7][CH:6]=1)#[N:4], predict the reaction product. The product is: [C:3]([C:5]1[CH:6]=[CH:7][C:8]([N:11]=[C:12]([S:13][CH3:2])[NH2:14])=[CH:9][CH:10]=1)#[N:4]. (3) Given the reactants FC1C=CC=CC=1CN1C=C(C2C3C(=NC=C(C4C=C(NS(C)(=O)=O)C=CC=4)C=3)NC=2)C=N1.I[C:35]1[C:43]2[C:38](=[N:39][CH:40]=[C:41]([C:44]3[CH:45]=[CH:46][C:47]([O:55][CH3:56])=[C:48]([S:50]([NH:53][CH3:54])(=[O:52])=[O:51])[CH:49]=3)[CH:42]=2)[N:37]([S:57]([C:60]2[CH:66]=[CH:65][C:63]([CH3:64])=[CH:62][CH:61]=2)(=[O:59])=[O:58])[CH:36]=1.[F:67][C:68]1[CH:69]=[C:70]([CH:88]=[C:89]([F:91])[CH:90]=1)[CH2:71][N:72]1[C:76]([CH3:77])=[C:75](B2OC(C)(C)C(C)(C)O2)[C:74]([CH3:87])=[N:73]1.C(=O)([O-])[O-].[Na+].[Na+], predict the reaction product. The product is: [F:67][C:68]1[CH:69]=[C:70]([CH:88]=[C:89]([F:91])[CH:90]=1)[CH2:71][N:72]1[C:76]([CH3:77])=[C:75]([C:35]2[C:43]3[C:38](=[N:39][CH:40]=[C:41]([C:44]4[CH:45]=[CH:46][C:47]([O:55][CH3:56])=[C:48]([S:50]([NH:53][CH3:54])(=[O:52])=[O:51])[CH:49]=4)[CH:42]=3)[N:37]([S:57]([C:60]3[CH:66]=[CH:65][C:63]([CH3:64])=[CH:62][CH:61]=3)(=[O:59])=[O:58])[CH:36]=2)[C:74]([CH3:87])=[N:73]1. (4) The product is: [CH3:17][N:18]1[CH:22]=[CH:21][N:20]=[C:19]1[S:23][CH2:15][C:9]1[CH:10]=[CH:11][CH:12]=[C:13]2[C:8]=1[NH:7][C:6]([C:2]1[S:1][CH:5]=[CH:4][N:3]=1)=[CH:14]2. Given the reactants [S:1]1[CH:5]=[CH:4][N:3]=[C:2]1[C:6]1[NH:7][C:8]2[C:13]([CH:14]=1)=[CH:12][CH:11]=[CH:10][C:9]=2[CH2:15]O.[CH3:17][N:18]1[CH:22]=[CH:21][N:20]=[C:19]1[SH:23].C(P(CCCC)CCCC)CCC.N(C(N1CCCCC1)=O)=NC(N1CCCCC1)=O, predict the reaction product. (5) Given the reactants [C:1]([O:5][C:6]([N:8]1[CH2:34][C@@H:33]([CH3:35])[N:11]2[C:12]3[CH:13]=[C:14]([N:19]=C(C4C=CC=CC=4)C4C=CC=CC=4)[CH:15]=[CH:16][C:17]=3[CH2:18][C@@H:10]2[CH2:9]1)=[O:7])([CH3:4])([CH3:3])[CH3:2].C([O-])=O.[NH4+], predict the reaction product. The product is: [C:1]([O:5][C:6]([N:8]1[CH2:34][C@@H:33]([CH3:35])[N:11]2[C:12]3[CH:13]=[C:14]([NH2:19])[CH:15]=[CH:16][C:17]=3[CH2:18][C@@H:10]2[CH2:9]1)=[O:7])([CH3:4])([CH3:2])[CH3:3].